This data is from Reaction yield outcomes from USPTO patents with 853,638 reactions. The task is: Predict the reaction yield, written as a fraction of the theoretical maximum amount of product (1.0 means a 100% yield; for example, 0.34 means a 34% yield). (1) The reactants are [CH3:1][C:2]1[CH:7]=[CH:6][N:5]=[CH:4][C:3]=1[N:8]1[CH2:12][CH2:11][NH:10][C:9]1=[O:13].Br[C:15]1[CH:19]=[CH:18][S:17][CH:16]=1.N[C@@H]1CCCC[C@H]1N.C(=O)([O-])[O-].[K+].[K+]. The catalyst is [Cu](I)I.O1CCOCC1. The product is [CH3:1][C:2]1[CH:7]=[CH:6][N:5]=[CH:4][C:3]=1[N:8]1[CH2:12][CH2:11][N:10]([C:15]2[CH:19]=[CH:18][S:17][CH:16]=2)[C:9]1=[O:13]. The yield is 0.100. (2) The reactants are C(OC([N:8]([CH2:38][C:39]([O:41]C(C)(C)C)=[O:40])[C:9]1[CH:14]=[CH:13][CH:12]=[C:11]([CH:15]([CH2:26][C:27]2[CH:32]=[CH:31][C:30]([C:33]3([CH2:36][CH3:37])[CH2:35][CH2:34]3)=[CH:29][CH:28]=2)[NH:16][S:17]([C:20]2[CH:25]=[CH:24][CH:23]=[CH:22][N:21]=2)(=[O:19])=[O:18])[N:10]=1)=O)(C)(C)C.Cl.O1CCOCC1.[OH-].[Na+].Cl. The catalyst is C(Cl)Cl. The product is [CH2:36]([C:33]1([C:30]2[CH:29]=[CH:28][C:27]([CH2:26][CH:15]([NH:16][S:17]([C:20]3[CH:25]=[CH:24][CH:23]=[CH:22][N:21]=3)(=[O:19])=[O:18])[C:11]3[N:10]=[C:9]([NH:8][CH2:38][C:39]([OH:41])=[O:40])[CH:14]=[CH:13][CH:12]=3)=[CH:32][CH:31]=2)[CH2:35][CH2:34]1)[CH3:37]. The yield is 0.760. (3) The reactants are C(N(S(F)(F)[F:7])CC)C.O[CH:11]1[CH2:16][CH2:15][CH2:14][CH2:13][CH:12]1[C:17]1[C:18]2[S:24][C:23]([C:25]([O:27][CH3:28])=[O:26])=[CH:22][C:19]=2[NH:20][CH:21]=1.C([O-])(O)=O.[Na+]. The catalyst is CCOC(C)=O. The product is [F:7][CH:11]1[CH2:16][CH2:15][CH2:14][CH2:13][CH:12]1[C:17]1[C:18]2[S:24][C:23]([C:25]([O:27][CH3:28])=[O:26])=[CH:22][C:19]=2[NH:20][CH:21]=1. The yield is 0.730. (4) The catalyst is C(Cl)Cl. The product is [Cl:3][CH2:17][C:11]1[CH:10]=[N:9][N:8]([CH:5]([CH3:7])[CH3:6])[C:12]=1[C:13]([F:16])([F:15])[F:14]. The reactants are S(Cl)([Cl:3])=O.[CH:5]([N:8]1[C:12]([C:13]([F:16])([F:15])[F:14])=[C:11]([CH2:17]O)[CH:10]=[N:9]1)([CH3:7])[CH3:6]. The yield is 0.860. (5) The reactants are [NH2:1][C:2]1[S:3][C:4]([C:23]2[CH:28]=[CH:27][N:26]=[C:25](Cl)[N:24]=2)=[C:5]([C:7]2[CH:8]=[C:9]([N:13]([CH3:22])[C:14]([CH:16]3[CH2:21][CH2:20][CH2:19][CH2:18][CH2:17]3)=[O:15])[CH:10]=[CH:11][CH:12]=2)[N:6]=1.NC1SC(C2NC(=O)N=CC=2)=C(C2C=C(N(C)C(C3CCCCC3)=O)C=CC=2)N=1.[Cl:59][C:60]1[CH:61]=[C:62]([NH2:72])[CH:63]=[CH:64][C:65]=1[O:66][CH2:67][CH2:68][N:69]([CH3:71])[CH3:70].C([O-])(O)=O.[Na+]. The catalyst is Cl.O.CC(N(C)C)=O.CC(O)C. The product is [NH2:1][C:2]1[S:3][C:4]([C:23]2[CH:28]=[CH:27][N:26]=[C:25]([NH:72][C:62]3[CH:63]=[CH:64][C:65]([O:66][CH2:67][CH2:68][N:69]([CH3:70])[CH3:71])=[C:60]([Cl:59])[CH:61]=3)[N:24]=2)=[C:5]([C:7]2[CH:8]=[C:9]([N:13]([CH3:22])[C:14]([CH:16]3[CH2:17][CH2:18][CH2:19][CH2:20][CH2:21]3)=[O:15])[CH:10]=[CH:11][CH:12]=2)[N:6]=1. The yield is 0.100. (6) The reactants are [CH3:1][NH:2][CH3:3].[CH3:4][O:5][C:6]1[CH:13]=[CH:12][CH:11]=[CH:10][C:7]=1[CH:8]=O.C([Cl:17])(=O)C. No catalyst specified. The product is [Cl-:17].[CH3:4][O:5][C:6]1[CH:13]=[CH:12][CH:11]=[CH:10][C:7]=1[CH:8]=[N+:2]([CH3:3])[CH3:1]. The yield is 0.480.